From a dataset of Forward reaction prediction with 1.9M reactions from USPTO patents (1976-2016). Predict the product of the given reaction. (1) Given the reactants C([O:3][C:4](=[O:35])[CH2:5][CH2:6][C:7]1[CH:8]=[C:9]2[C:13](=[CH:14][CH:15]=1)[NH:12][C:11]([C:16](=[O:34])[NH:17][CH2:18][CH2:19][CH2:20][CH2:21][CH2:22][CH2:23][C:24](=[O:33])[NH:25][O:26][CH:27]1[CH2:32][CH2:31][CH2:30][CH2:29][O:28]1)=[CH:10]2)C.[OH-].[Na+].Cl, predict the reaction product. The product is: [O:28]1[CH2:29][CH2:30][CH2:31][CH2:32][CH:27]1[O:26][NH:25][C:24]([CH2:23][CH2:22][CH2:21][CH2:20][CH2:19][CH2:18][NH:17][C:16]([C:11]1[NH:12][C:13]2[C:9]([CH:10]=1)=[CH:8][C:7]([CH2:6][CH2:5][C:4]([OH:35])=[O:3])=[CH:15][CH:14]=2)=[O:34])=[O:33]. (2) Given the reactants Br[C:2]1[CH:3]=[C:4]([C:8]2[C:13]([F:14])=[CH:12][C:11]([F:15])=[CH:10][N:9]=2)[CH:5]=[CH:6][CH:7]=1.[B:16]1(B2OCC(C)(C)CO2)[O:21]CC(C)(C)C[O:17]1, predict the reaction product. The product is: [F:14][C:13]1[C:8]([C:4]2[CH:3]=[C:2]([B:16]([OH:21])[OH:17])[CH:7]=[CH:6][CH:5]=2)=[N:9][CH:10]=[C:11]([F:15])[CH:12]=1. (3) Given the reactants [CH3:1][N:2]1[C:10]2[C:5](=[CH:6][CH:7]=[CH:8][CH:9]=2)[C:4]([CH3:11])=[C:3]1[CH:12]=[N:13][OH:14].[CH2:15]([C:17](=[CH2:23])[C:18]([O:20][CH2:21][CH3:22])=[O:19])[CH3:16].Cl[O-].[Na+].O, predict the reaction product. The product is: [CH3:1][N:2]1[C:10]2[C:5](=[CH:6][CH:7]=[CH:8][CH:9]=2)[C:4]([CH3:11])=[C:3]1[C:12]1[CH2:23][C:17]([CH2:15][CH3:16])([C:18]([O:20][CH2:21][CH3:22])=[O:19])[O:14][N:13]=1. (4) The product is: [Cl:1][C:2]1[CH:3]=[C:4]2[C:9](=[CH:10][CH:11]=1)[C:8]1([CH2:12][CH2:13][CH2:14][CH2:15]1)[C:7](=[O:16])[C:6]([C:17]([NH:19][CH2:20][C:21]([OH:23])=[O:22])=[O:18])=[C:5]2[OH:28]. Given the reactants [Cl:1][C:2]1[CH:3]=[C:4]2[C:9](=[CH:10][CH:11]=1)[C:8]1([CH2:15][CH2:14][CH2:13][CH2:12]1)[C:7](=[O:16])[C:6]([C:17]([NH:19][CH2:20][C:21]([O:23]C(C)(C)C)=[O:22])=[O:18])=[C:5]2[OH:28], predict the reaction product. (5) Given the reactants [CH3:1][O:2][C:3]1[CH:4]=[C:5]([N:12]2[CH2:17][CH2:16][CH:15]([N:18]3[CH2:23][CH2:22][NH:21][CH2:20][CH2:19]3)[CH2:14][CH2:13]2)[CH:6]=[CH:7][C:8]=1[N+:9]([O-:11])=[O:10].[CH3:24][S:25](Cl)(=[O:27])=[O:26], predict the reaction product. The product is: [CH3:1][O:2][C:3]1[CH:4]=[C:5]([N:12]2[CH2:13][CH2:14][CH:15]([N:18]3[CH2:19][CH2:20][N:21]([S:25]([CH3:24])(=[O:27])=[O:26])[CH2:22][CH2:23]3)[CH2:16][CH2:17]2)[CH:6]=[CH:7][C:8]=1[N+:9]([O-:11])=[O:10]. (6) Given the reactants [OH:1][C@@H:2]1[CH:6]([OH:7])[CH:5]([C:8]2[N:9]=[N:10][NH:11][N:12]=2)[O:4][C@H:3]1[N:13]1[CH:21]=[N:20][C:19]2[C:14]1=[N:15][C:16]([N:37]1[CH2:41][CH2:40][C@@H:39]([NH:42][C:43]([NH:45][C:46]3[CH:47]=[N:48][CH:49]=[CH:50][CH:51]=3)=[O:44])[CH2:38]1)=[N:17][C:18]=2[NH:22][CH2:23][CH:24]([C:31]1[CH:36]=[CH:35][CH:34]=[CH:33][CH:32]=1)[C:25]1[CH:30]=[CH:29][CH:28]=[CH:27][CH:26]=1.[C:52](=[O:55])([O-])[O-].[K+].[K+].[CH3:58]N(C=O)C, predict the reaction product. The product is: [OH:1][C@@H:2]1[C@H:6]([OH:7])[C@@H:5]([C:8]2[N:12]=[N:11][N:10]([CH2:58][CH2:52][OH:55])[N:9]=2)[O:4][C@H:3]1[N:13]1[CH:21]=[N:20][C:19]2[C:14]1=[N:15][C:16]([N:37]1[CH2:41][CH2:40][C@@H:39]([NH:42][C:43]([NH:45][C:46]3[CH:47]=[N:48][CH:49]=[CH:50][CH:51]=3)=[O:44])[CH2:38]1)=[N:17][C:18]=2[NH:22][CH2:23][CH:24]([C:25]1[CH:30]=[CH:29][CH:28]=[CH:27][CH:26]=1)[C:31]1[CH:32]=[CH:33][CH:34]=[CH:35][CH:36]=1. (7) The product is: [CH2:12]([C:11]1[C:10]([C:15]2[CH:20]=[CH:19][CH:18]=[CH:17][CH:16]=2)=[N:1][C:2]2[C:3]([CH:4]=1)=[CH:6][CH:7]=[CH:8][N:9]=2)[CH3:13]. Given the reactants [NH2:1][C:2]1[N:9]=[CH:8][CH:7]=[CH:6][C:3]=1[CH:4]=O.[C:10]([C:15]1[CH:20]=[CH:19][CH:18]=[CH:17][CH:16]=1)(=O)[CH2:11][CH2:12][CH3:13].[OH-].[K+], predict the reaction product. (8) Given the reactants Cl[C:2](=[N:13][OH:14])[C:3]1[CH:11]=[CH:10][C:6]([C:7]([OH:9])=[O:8])=[C:5]([CH3:12])[CH:4]=1.[Cl:15][C:16]1[CH:21]=[C:20]([C:22]([C:24]([F:27])([F:26])[F:25])=[CH2:23])[CH:19]=[C:18]([Cl:28])[C:17]=1[F:29].CCN(CC)CC.CC(=O)OCC, predict the reaction product. The product is: [Cl:15][C:16]1[CH:21]=[C:20]([C:22]2([C:24]([F:27])([F:26])[F:25])[O:14][N:13]=[C:2]([C:3]3[CH:11]=[CH:10][C:6]([C:7]([OH:9])=[O:8])=[C:5]([CH3:12])[CH:4]=3)[CH2:23]2)[CH:19]=[C:18]([Cl:28])[C:17]=1[F:29]. (9) The product is: [CH3:13][O:14][C:15](=[O:36])/[CH:16]=[CH:7]/[C:6]1[S:5][C:4]2[CH:9]=[CH:10][CH:11]=[CH:12][C:3]=2[C:2]=1[Cl:1]. Given the reactants [Cl:1][C:2]1[C:3]2[CH:12]=[CH:11][CH:10]=[CH:9][C:4]=2[S:5][C:6]=1[CH:7]=O.[CH3:13][O:14][C:15](=[O:36])[CH:16]=P(C1C=CC=CC=1)(C1C=CC=CC=1)C1C=CC=CC=1.C([O-])(O)=O.[Na+], predict the reaction product. (10) Given the reactants Cl[C:2]1[C:3]2[CH:11]=[CH:10][CH:9]=[N:8][C:4]=2[N:5]=[CH:6][N:7]=1.[C:12]([N:19]1[CH2:24][CH2:23][NH:22][CH2:21][CH2:20]1)([O:14][C:15]([CH3:18])([CH3:17])[CH3:16])=[O:13].C(N(CC)CC)C, predict the reaction product. The product is: [C:15]([O:14][C:12]([N:19]1[CH2:24][CH2:23][N:22]([C:2]2[C:3]3[CH:11]=[CH:10][CH:9]=[N:8][C:4]=3[N:5]=[CH:6][N:7]=2)[CH2:21][CH2:20]1)=[O:13])([CH3:18])([CH3:16])[CH3:17].